Dataset: Full USPTO retrosynthesis dataset with 1.9M reactions from patents (1976-2016). Task: Predict the reactants needed to synthesize the given product. (1) Given the product [Cl:25][C:22]1[CH:21]=[CH:20][C:19]([C:16]2[CH:15]=[C:14]([CH2:13][NH:2][C:3]([CH3:11])([CH3:10])[CH2:4][C:5]([O:7][CH2:8][CH3:9])=[O:6])[O:18][N:17]=2)=[CH:24][CH:23]=1, predict the reactants needed to synthesize it. The reactants are: Cl.[NH2:2][C:3]([CH3:11])([CH3:10])[CH2:4][C:5]([O:7][CH2:8][CH3:9])=[O:6].Br[CH2:13][C:14]1[O:18][N:17]=[C:16]([C:19]2[CH:24]=[CH:23][C:22]([Cl:25])=[CH:21][CH:20]=2)[CH:15]=1.C(=O)([O-])[O-].[K+].[K+]. (2) Given the product [CH3:24][S:17]([O-:22])(=[O:19])=[O:18].[CH:28]([C:29]1[CH:12]=[CH:9][C:8]([N:6]([CH3:7])[CH2:5][CH2:4][CH2:3][N+:2]([CH3:1])([CH3:16])[CH3:21])=[CH:15][CH:14]=1)=[O:27], predict the reactants needed to synthesize it. The reactants are: [CH3:1][N:2]([CH3:16])[CH2:3][CH2:4][CH2:5][N:6]([C:8]1[CH:15]=[CH:14]C=[CH:12][C:9]=1C=O)[CH3:7].[S:17]([O:22]C)(O[CH3:21])(=[O:19])=[O:18].[C:24]([O:27][CH2:28][CH3:29])(=O)C.